Dataset: NCI-60 drug combinations with 297,098 pairs across 59 cell lines. Task: Regression. Given two drug SMILES strings and cell line genomic features, predict the synergy score measuring deviation from expected non-interaction effect. (1) Drug 1: CN1CCC(CC1)COC2=C(C=C3C(=C2)N=CN=C3NC4=C(C=C(C=C4)Br)F)OC. Drug 2: C1CC(C1)(C(=O)O)C(=O)O.[NH2-].[NH2-].[Pt+2]. Cell line: NCI-H322M. Synergy scores: CSS=36.0, Synergy_ZIP=-4.12, Synergy_Bliss=1.84, Synergy_Loewe=-12.7, Synergy_HSA=1.99. (2) Drug 1: CC1C(C(CC(O1)OC2CC(OC(C2O)C)OC3=CC4=CC5=C(C(=O)C(C(C5)C(C(=O)C(C(C)O)O)OC)OC6CC(C(C(O6)C)O)OC7CC(C(C(O7)C)O)OC8CC(C(C(O8)C)O)(C)O)C(=C4C(=C3C)O)O)O)O. Drug 2: B(C(CC(C)C)NC(=O)C(CC1=CC=CC=C1)NC(=O)C2=NC=CN=C2)(O)O. Cell line: SF-295. Synergy scores: CSS=53.3, Synergy_ZIP=-0.121, Synergy_Bliss=0.559, Synergy_Loewe=-9.30, Synergy_HSA=0.611. (3) Drug 1: C1=CN(C(=O)N=C1N)C2C(C(C(O2)CO)O)O.Cl. Drug 2: CCCCCOC(=O)NC1=NC(=O)N(C=C1F)C2C(C(C(O2)C)O)O. Cell line: 786-0. Synergy scores: CSS=22.5, Synergy_ZIP=-2.54, Synergy_Bliss=2.27, Synergy_Loewe=-28.4, Synergy_HSA=-2.52. (4) Drug 1: CC1=C2C(C(=O)C3(C(CC4C(C3C(C(C2(C)C)(CC1OC(=O)C(C(C5=CC=CC=C5)NC(=O)C6=CC=CC=C6)O)O)OC(=O)C7=CC=CC=C7)(CO4)OC(=O)C)O)C)OC(=O)C. Drug 2: C(CN)CNCCSP(=O)(O)O. Cell line: RPMI-8226. Synergy scores: CSS=23.7, Synergy_ZIP=-10.0, Synergy_Bliss=-21.6, Synergy_Loewe=-33.6, Synergy_HSA=-20.8. (5) Drug 1: CCC1(CC2CC(C3=C(CCN(C2)C1)C4=CC=CC=C4N3)(C5=C(C=C6C(=C5)C78CCN9C7C(C=CC9)(C(C(C8N6C=O)(C(=O)OC)O)OC(=O)C)CC)OC)C(=O)OC)O.OS(=O)(=O)O. Drug 2: CCC1(C2=C(COC1=O)C(=O)N3CC4=CC5=C(C=CC(=C5CN(C)C)O)N=C4C3=C2)O.Cl. Cell line: NCI/ADR-RES. Synergy scores: CSS=8.68, Synergy_ZIP=-4.22, Synergy_Bliss=-1.26, Synergy_Loewe=-23.9, Synergy_HSA=-6.72.